This data is from Forward reaction prediction with 1.9M reactions from USPTO patents (1976-2016). The task is: Predict the product of the given reaction. (1) Given the reactants [NH:1]1[C:9]2[C:4](=[CH:5][CH:6]=[CH:7][CH:8]=2)[C:3]2([C:13]3=[CH:14][C:15]4[O:19][CH2:18][O:17][C:16]=4[CH:20]=[C:12]3[O:11][CH2:10]2)[C:2]1=[O:21].[CH3:22][C:23]1(C)COC2=CC3OCC4(C=3C=[C:24]12)C1C(=CC=CC=1)NC4=O.BrCCC.BrCC1OC(C(F)(F)F)=CC=1, predict the reaction product. The product is: [CH2:22]([N:1]1[C:9]2[C:4](=[CH:5][CH:6]=[CH:7][CH:8]=2)[C:3]2([C:13]3=[CH:14][C:15]4[O:19][CH2:18][O:17][C:16]=4[CH:20]=[C:12]3[O:11][CH2:10]2)[C:2]1=[O:21])[CH2:23][CH3:24]. (2) Given the reactants [CH2:1]([CH:8]1[C:13](=[O:14])[NH:12][C:11](=[O:15])[NH:10][C:9]1=[O:16])[C:2]1[CH:7]=[CH:6][CH:5]=[CH:4][CH:3]=1.[C:17]([O:21][C:22]([NH:24][OH:25])=[O:23])([CH3:20])([CH3:19])[CH3:18].C(=O)([O-])[O-].[K+].[K+].I([O-])(=O)(=O)=O.[Na+], predict the reaction product. The product is: [C:17]([O:21][C:22]([N:24]([OH:25])[C:8]1([CH2:1][C:2]2[CH:7]=[CH:6][CH:5]=[CH:4][CH:3]=2)[C:9](=[O:16])[NH:10][C:11](=[O:15])[NH:12][C:13]1=[O:14])=[O:23])([CH3:20])([CH3:19])[CH3:18]. (3) The product is: [Cl:12][C:9]1[CH:10]=[CH:11][C:6]([CH:3]([NH:2][C:25](=[O:26])[CH2:24][CH2:23][C:17]2[CH:18]=[CH:19][C:20]([O:21][CH3:22])=[C:15]([O:14][CH3:13])[CH:16]=2)[C:4]#[N:5])=[CH:7][CH:8]=1. Given the reactants Cl.[NH2:2][CH:3]([C:6]1[CH:11]=[CH:10][C:9]([Cl:12])=[CH:8][CH:7]=1)[C:4]#[N:5].[CH3:13][O:14][C:15]1[CH:16]=[C:17]([CH2:23][CH2:24][C:25](Cl)=[O:26])[CH:18]=[CH:19][C:20]=1[O:21][CH3:22].CCN=C=NCCCN(C)C, predict the reaction product. (4) Given the reactants [BH4-].[Na+].[O:3]=[C:4]([CH2:16][CH2:17][CH2:18][CH2:19][CH2:20][C:21]([CH3:26])([CH3:25])[C:22]([OH:24])=[O:23])[CH2:5][CH2:6][CH2:7][CH2:8][CH2:9][C:10]([CH3:15])([CH3:14])[C:11]([OH:13])=[O:12].C(OCC)(=O)C.Cl, predict the reaction product. The product is: [OH:3][CH:4]([CH2:16][CH2:17][CH2:18][CH2:19][CH2:20][C:21]([CH3:26])([CH3:25])[C:22]([OH:24])=[O:23])[CH2:5][CH2:6][CH2:7][CH2:8][CH2:9][C:10]([CH3:15])([CH3:14])[C:11]([OH:13])=[O:12]. (5) Given the reactants [CH3:1][O:2][C@H:3]([CH2:9][CH2:10][CH:11]=[CH2:12])[C@@H:4]([CH3:8])[C:5]([OH:7])=O.C(N(CC)C(C)C)(C)C.C[NH3+].F[P-](F)(F)(F)(F)F.N1(OC(N(C)C)=[N+](C)C)C2N=CC=CC=2N=N1.F[P-](F)(F)(F)(F)F.[CH2:55]([O:61][C:62]([C@@H:64]1[CH2:69][CH2:68][CH2:67][N:66]([C:70](=[O:95])[C@@H:71]([NH:87][C:88](=[O:94])[C@@H:89]([NH2:93])[CH:90]([CH3:92])[CH3:91])[CH2:72][C:73]2[CH:78]=[CH:77][CH:76]=[C:75]([O:79][Si](C(C)(C)C)(C)C)[CH:74]=2)[NH:65]1)=[O:63])[CH2:56]/[CH:57]=[CH:58]/[CH:59]=[CH2:60], predict the reaction product. The product is: [CH2:55]([O:61][C:62]([C@@H:64]1[CH2:69][CH2:68][CH2:67][N:66]([C:70](=[O:95])[C@@H:71]([NH:87][C:88](=[O:94])[C@@H:89]([NH:93][C:5](=[O:7])[C@H:4]([CH3:8])[C@H:3]([O:2][CH3:1])[CH2:9][CH2:10][CH:11]=[CH2:12])[CH:90]([CH3:92])[CH3:91])[CH2:72][C:73]2[CH:78]=[CH:77][CH:76]=[C:75]([OH:79])[CH:74]=2)[NH:65]1)=[O:63])[CH2:56]/[CH:57]=[CH:58]/[CH:59]=[CH2:60].